This data is from NCI-60 drug combinations with 297,098 pairs across 59 cell lines. The task is: Regression. Given two drug SMILES strings and cell line genomic features, predict the synergy score measuring deviation from expected non-interaction effect. (1) Synergy scores: CSS=31.0, Synergy_ZIP=-10.3, Synergy_Bliss=-7.75, Synergy_Loewe=-14.3, Synergy_HSA=-7.01. Drug 2: CCC1(CC2CC(C3=C(CCN(C2)C1)C4=CC=CC=C4N3)(C5=C(C=C6C(=C5)C78CCN9C7C(C=CC9)(C(C(C8N6C)(C(=O)OC)O)OC(=O)C)CC)OC)C(=O)OC)O.OS(=O)(=O)O. Cell line: PC-3. Drug 1: C1CCC(CC1)NC(=O)N(CCCl)N=O. (2) Drug 1: CS(=O)(=O)C1=CC(=C(C=C1)C(=O)NC2=CC(=C(C=C2)Cl)C3=CC=CC=N3)Cl. Drug 2: C1=CC(=C2C(=C1NCCNCCO)C(=O)C3=C(C=CC(=C3C2=O)O)O)NCCNCCO. Cell line: NCIH23. Synergy scores: CSS=67.2, Synergy_ZIP=11.7, Synergy_Bliss=10.0, Synergy_Loewe=-27.5, Synergy_HSA=10.6.